This data is from Full USPTO retrosynthesis dataset with 1.9M reactions from patents (1976-2016). The task is: Predict the reactants needed to synthesize the given product. Given the product [C:1]([N:8]1[CH2:12][C@@H:11]([N:13]([C:22](=[O:27])[C:23]([CH3:26])([CH3:24])[CH3:25])[CH:14]2[CH2:19][CH2:18][C:17]([CH3:21])([CH3:20])[CH2:16][CH2:15]2)[CH2:10][C@H:9]1[C:28]1[O:33][CH2:32][CH2:31][N:30]=1)([O:3][C:4]([CH3:7])([CH3:5])[CH3:6])=[O:2], predict the reactants needed to synthesize it. The reactants are: [C:1]([N:8]1[CH2:12][C@@H:11]([N:13]([C:22](=[O:27])[C:23]([CH3:26])([CH3:25])[CH3:24])[CH:14]2[CH2:19][CH2:18][C:17]([CH3:21])([CH3:20])[CH2:16][CH2:15]2)[CH2:10][C@H:9]1[C:28]([NH:30][CH2:31][CH2:32][OH:33])=O)([O:3][C:4]([CH3:7])([CH3:6])[CH3:5])=[O:2].CCN(C(C)C)C(C)C.C(Cl)(Cl)=O.